This data is from Full USPTO retrosynthesis dataset with 1.9M reactions from patents (1976-2016). The task is: Predict the reactants needed to synthesize the given product. (1) Given the product [CH3:53][O:54][C:55](=[O:63])[C:56]1[CH:61]=[CH:60][CH:59]=[C:58]([NH:62][C:26]([C:20]2[C:21](=[O:25])[NH:22][C:23]3[C:18]([CH:19]=2)=[CH:17][N:16]=[C:15]([N:12]2[CH2:11][CH2:10][N:9]([CH3:8])[CH2:14][CH2:13]2)[CH:24]=3)=[O:27])[CH:57]=1, predict the reactants needed to synthesize it. The reactants are: CCN(CC)CC.[CH3:8][N:9]1[CH2:14][CH2:13][N:12]([C:15]2[CH:24]=[C:23]3[C:18]([CH:19]=[C:20]([C:26](O)=[O:27])[C:21](=[O:25])[NH:22]3)=[CH:17][N:16]=2)[CH2:11][CH2:10]1.CN(C(ON1N=NC2C=CC=NC1=2)=[N+](C)C)C.F[P-](F)(F)(F)(F)F.[CH3:53][O:54][C:55](=[O:63])[C:56]1[CH:61]=[CH:60][CH:59]=[C:58]([NH2:62])[CH:57]=1.C(=O)(O)[O-].[Na+]. (2) The reactants are: Br[CH2:2][C:3]([C:5]1[CH:10]=[CH:9][CH:8]=[C:7]([N+:11]([O-:13])=[O:12])[CH:6]=1)=O.[C:14](=[S:17])([NH2:16])[CH3:15]. Given the product [CH3:15][C:14]1[S:17][CH:2]=[C:3]([C:5]2[CH:10]=[CH:9][CH:8]=[C:7]([N+:11]([O-:13])=[O:12])[CH:6]=2)[N:16]=1, predict the reactants needed to synthesize it. (3) The reactants are: [CH2:1]([N:3]1[C:8](=[O:9])[C:7]2[C:10]([C:31]3[CH:36]=[CH:35][CH:34]=[CH:33][CH:32]=3)=[C:11]([C:13]3[CH:18]=[CH:17][C:16]([C:19]4([NH:23][C:24](=[O:30])[O:25][C:26]([CH3:29])([CH3:28])[CH3:27])[CH2:22][CH2:21][CH2:20]4)=[CH:15][CH:14]=3)[O:12][C:6]=2[N:5]=[C:4]1S(C)(=O)=O)[CH3:2].[NH2:41][CH2:42][CH2:43][OH:44]. Given the product [CH2:1]([N:3]1[C:8](=[O:9])[C:7]2[C:10]([C:31]3[CH:36]=[CH:35][CH:34]=[CH:33][CH:32]=3)=[C:11]([C:13]3[CH:18]=[CH:17][C:16]([C:19]4([NH:23][C:24](=[O:30])[O:25][C:26]([CH3:29])([CH3:28])[CH3:27])[CH2:22][CH2:21][CH2:20]4)=[CH:15][CH:14]=3)[O:12][C:6]=2[N:5]=[C:4]1[NH:41][CH2:42][CH2:43][OH:44])[CH3:2], predict the reactants needed to synthesize it. (4) Given the product [O:59]=[C:58]([NH:36][C@@H:37]1[C:43](=[O:44])[NH:42][C:41]2[CH:45]=[CH:46][CH:47]=[CH:48][C:40]=2[CH2:39][CH2:38]1)[C@@H:57]([NH:56][C:54](=[O:55])[O:53][C:49]([CH3:52])([CH3:51])[CH3:50])[CH3:61], predict the reactants needed to synthesize it. The reactants are: CN(C(ON1N=NC2C=CC=CC1=2)=[N+](C)C)C.F[P-](F)(F)(F)(F)F.C1C=CC2N(O)N=NC=2C=1.O.[NH2:36][C@@H:37]1[C:43](=[O:44])[NH:42][C:41]2[CH:45]=[CH:46][CH:47]=[CH:48][C:40]=2[CH2:39][CH2:38]1.[C:49]([O:53][C:54]([NH:56][C@@H:57]([CH3:61])[C:58](O)=[O:59])=[O:55])([CH3:52])([CH3:51])[CH3:50]. (5) Given the product [Cl:1][C:2]1[CH:10]=[CH:9][C:8]2[N:7]([CH2:25][CH2:24][C:21]3[CH:22]=[N:23][C:18]([C:17]([F:16])([F:26])[F:27])=[CH:30][N:31]=3)[C:6]3[CH2:11][CH2:12][N:13]([CH3:15])[CH2:14][C:5]=3[C:4]=2[CH:3]=1, predict the reactants needed to synthesize it. The reactants are: [Cl:1][C:2]1[CH:10]=[CH:9][C:8]2[NH:7][C:6]3[CH2:11][CH2:12][N:13]([CH3:15])[CH2:14][C:5]=3[C:4]=2[CH:3]=1.[F:16][C:17]([F:27])([F:26])[C:18]1[N:23]=[CH:22][C:21]([CH:24]=[CH2:25])=CN=1.[OH-].[K+].[CH3:30][N:31]1C(=O)CCC1.